From a dataset of Catalyst prediction with 721,799 reactions and 888 catalyst types from USPTO. Predict which catalyst facilitates the given reaction. (1) Reactant: [C:1]([O:9][CH:10]1[CH2:14][CH2:13][CH:12]([N:15]=[N+]=[N-])[CH2:11]1)(=[O:8])[C:2]1[CH:7]=[CH:6][CH:5]=[CH:4][CH:3]=1. Product: [C:1]([O:9][CH:10]1[CH2:14][CH2:13][CH:12]([NH2:15])[CH2:11]1)(=[O:8])[C:2]1[CH:3]=[CH:4][CH:5]=[CH:6][CH:7]=1. The catalyst class is: 43. (2) Reactant: F[C:2]1[CH:10]=[C:9]([F:11])[CH:8]=[CH:7][C:3]=1[C:4]([OH:6])=[O:5].[NH:12]1[CH2:17][CH2:16][O:15][CH2:14][CH2:13]1. Product: [F:11][C:9]1[CH:8]=[CH:7][C:3]([C:4]([OH:6])=[O:5])=[C:2]([N:12]2[CH2:17][CH2:16][O:15][CH2:14][CH2:13]2)[CH:10]=1. The catalyst class is: 10. (3) Reactant: C([BH3-])#N.[Na+].[C:5]([N:12]1[CH2:17][CH2:16][C:15](=O)[CH2:14][CH2:13]1)([O:7][C:8]([CH3:11])([CH3:10])[CH3:9])=[O:6].Cl.[CH2:20]([O:22][C:23](=[O:26])[CH2:24][NH2:25])[CH3:21]. Product: [CH2:20]([O:22][C:23](=[O:26])[CH2:24][NH:25][CH:15]1[CH2:16][CH2:17][N:12]([C:5]([O:7][C:8]([CH3:11])([CH3:10])[CH3:9])=[O:6])[CH2:13][CH2:14]1)[CH3:21]. The catalyst class is: 5. (4) Product: [CH3:1][C:2]1[CH:7]=[C:6]([CH3:8])[N:5]=[C:4]([N:9]([CH3:25])[CH2:10][CH2:11][CH2:12][N:13]([CH3:23])[C:14]2[CH:19]=[CH:18][C:17]([N+:20]([O-:22])=[O:21])=[CH:16][CH:15]=2)[CH:3]=1. The catalyst class is: 7. Reactant: [CH3:1][C:2]1[CH:7]=[C:6]([CH3:8])[N:5]=[C:4]([N:9]([CH3:25])[C:10](=O)[CH2:11][CH2:12][N:13]([CH3:23])[C:14]2[CH:19]=[CH:18][C:17]([N+:20]([O-:22])=[O:21])=[CH:16][CH:15]=2)[CH:3]=1. (5) Reactant: C[O:2][C:3](=[O:24])[C@H:4]([NH:12][S:13]([CH2:16][CH2:17][C:18]1[CH:23]=[CH:22][CH:21]=[CH:20][CH:19]=1)(=[O:15])=[O:14])[CH2:5][C:6]1[CH:11]=[CH:10][CH:9]=[CH:8][CH:7]=1.O.[OH-].[Li+].O. Product: [C:6]1([CH2:5][C@@H:4]([NH:12][S:13]([CH2:16][CH2:17][C:18]2[CH:19]=[CH:20][CH:21]=[CH:22][CH:23]=2)(=[O:15])=[O:14])[C:3]([OH:24])=[O:2])[CH:7]=[CH:8][CH:9]=[CH:10][CH:11]=1. The catalyst class is: 7. (6) Reactant: [CH3:1][O:2][C:3]1[CH:4]=[C:5]2[C:10](=[CH:11][C:12]=1[O:13][CH3:14])[C:9](=[O:15])[CH2:8][CH2:7][CH2:6]2.[Cl:16][C:17]1[CH:18]=[N:19][CH:20]=[CH:21][C:22]=1[CH:23]=O.[OH-].[Na+]. Product: [Cl:16][C:17]1[CH:18]=[N:19][CH:20]=[CH:21][C:22]=1/[CH:23]=[C:8]1/[C:9](=[O:15])[C:10]2[C:5]([CH2:6][CH2:7]/1)=[CH:4][C:3]([O:2][CH3:1])=[C:12]([O:13][CH3:14])[CH:11]=2. The catalyst class is: 8.